This data is from Experimentally validated miRNA-target interactions with 360,000+ pairs, plus equal number of negative samples. The task is: Binary Classification. Given a miRNA mature sequence and a target amino acid sequence, predict their likelihood of interaction. (1) The miRNA is hsa-miR-646 with sequence AAGCAGCUGCCUCUGAGGC. The protein sequence of the target gene is MSEFWLCFNCCIAEQPQPKRRRRIDRSMIGEPTNFVHTAHVGSGDLFSGMNSVSSIQNQMQSKGGYGGGMPANVQMQLVDTKAG. Result: 1 (interaction). (2) The miRNA is hsa-miR-539-5p with sequence GGAGAAAUUAUCCUUGGUGUGU. The protein sequence of the target gene is MSEAGGRGCGSPVPQRARWRLVAATAAFCLVSATSVWTAGAEPMSREEKQKLGNQVLEMFDHAYGNYMEHAYPADELMPLTCRGRVRGQEPSRGDVDDALGKFSLTLIDSLDTLVVLNKTKEFEDAVRKVLRDVNLDNDVVVSVFETNIRVLGGLLGGHSLAIMLKEKGEYMQWYNDELLQMAKQLGYKLLPAFNTTSGLPYPRINLKFGIRKPEARTGTETDTCTACAGTLILEFAALSRFTGATIFEEYARKALDFLWEKRQRSSNLVGVTINIHTGDWVRKDSGVGAGIDSYYEYLL.... Result: 1 (interaction). (3) The miRNA is hsa-miR-519d-5p with sequence CCUCCAAAGGGAAGCGCUUUCUGUU. The protein sequence of the target gene is MSCTIEKALADAKALVERLRDHDDAAESLIEQTTALNKRVEAMKQYQEEIQELNEVARHRPRSTLVMGIQQENRQIRELQQENKELRTSLEEHQSALELIMSKYREQMFRLLMASKKDDPGIIMKLKEQHSKIDMVHRNKSEGFFLDASRHILEAPQHGLERRHLEANQNELQAHVDQITEMAAVMRKAIEIDEQQGCKEQERIFQLEQENKGLREILQITRESFLNLRKDDASESTSLSALVTNSDLSLRKS. Result: 1 (interaction). (4) The miRNA is hsa-miR-154-5p with sequence UAGGUUAUCCGUGUUGCCUUCG. The protein sequence of the target gene is MSQRDTLVHLFAGGCGGTVGAILTCPLEVVKTRLQSSSVTLYISEVQLNTMAGASVNRVVSPGPLHCLKVILEKEGPRSLFRGLGPNLVGVAPSRAIYFAAYSNCKEKLNDVFDPDSTQVHMISAAMAGFTAITATNPIWLIKTRLQLDARNRGERRMGAFECVRKVYQTDGLKGFYRGMSASYAGISETVIHFVIYESIKQKLLEYKTASTMENDEESVKEASDFVGMMLAAATSKTCATTIAYPHEVVRTRLREEGTKYRSFFQTLSLLVQEEGYGSLYRGLTTHLVRQIPNTAIMMA.... Result: 1 (interaction). (5) The miRNA is rno-miR-350 with sequence UUCACAAAGCCCAUACACUUUCAC. The protein sequence of the target gene is MEESKTLKSENHEPKKNVICEESKAVQVIGNQTLKARNDKSVKEIENSSPNRNSSKKNKQNDICIEKTEVKSCKVNAANLPGPKDLGLVLRDQSHCKAKKFPNSPVKAEKATISQAKSEKATSLQAKAEKSPKSPNSVKAEKASSYQMKSEKVPSSPAEAEKGPSLLLKDMRQKTELQQIGKKIPSSFTSVDKVNIEAVGGEKCALQNSPRSQKQQTCTDNTGDSDDSASGIEDVSDDLSKMKNDESNKENSSEMDYLENATVIDESALTPEQRLGLKQAEERLERDHIFRLEKRSPEYT.... Result: 0 (no interaction). (6) The miRNA is mmu-miR-211-5p with sequence UUCCCUUUGUCAUCCUUUGCCU. The protein sequence of the target gene is MSKERPKRNIIQKKYDDSDGIPWSEERVVRKVLYLSLKEFKNAQKRQHGEGLAGSLKAVNGLLGNAQAKALGPASEQSENEKDDASQVSSTSNDVSSSDFEEGPSRKRPRLQAQRKFAQSQPNSPSTTPVKIVEPLLPPPATQISDLSKRKPKTEDFLTFLCLRGSPALPNSMVYFGSSQDEEDVEEEDDETEDVKATTNNASSSCQSTPRKGKTHKHVHNGHVFNGSSRSAREKEPAHKHRSKEATPGKEKHSEPRADSRREQASGAQPTAASAAASSAKGLAANHQPPPSHRSAQDLR.... Result: 1 (interaction).